From a dataset of Full USPTO retrosynthesis dataset with 1.9M reactions from patents (1976-2016). Predict the reactants needed to synthesize the given product. Given the product [Br:8][C:5]1[CH:6]=[CH:7][C:2]([CH2:16][CH2:15][CH2:14][C:13]([O:12][CH2:10][CH3:11])=[O:18])=[N:3][CH:4]=1, predict the reactants needed to synthesize it. The reactants are: Br[C:2]1[CH:7]=[CH:6][C:5]([Br:8])=[CH:4][N:3]=1.[Br-].[CH2:10]([O:12][C:13](=[O:18])[CH2:14][CH2:15][CH2:16][Zn+])[CH3:11].Cl.